Dataset: NCI-60 drug combinations with 297,098 pairs across 59 cell lines. Task: Regression. Given two drug SMILES strings and cell line genomic features, predict the synergy score measuring deviation from expected non-interaction effect. (1) Drug 1: CN(CC1=CN=C2C(=N1)C(=NC(=N2)N)N)C3=CC=C(C=C3)C(=O)NC(CCC(=O)O)C(=O)O. Drug 2: CCN(CC)CCCC(C)NC1=C2C=C(C=CC2=NC3=C1C=CC(=C3)Cl)OC. Cell line: TK-10. Synergy scores: CSS=41.2, Synergy_ZIP=-0.897, Synergy_Bliss=1.37, Synergy_Loewe=-10.8, Synergy_HSA=0.585. (2) Drug 1: C1=NC2=C(N=C(N=C2N1C3C(C(C(O3)CO)O)O)F)N. Drug 2: CCC(=C(C1=CC=CC=C1)C2=CC=C(C=C2)OCCN(C)C)C3=CC=CC=C3.C(C(=O)O)C(CC(=O)O)(C(=O)O)O. Cell line: HCT-15. Synergy scores: CSS=11.7, Synergy_ZIP=-6.90, Synergy_Bliss=-12.8, Synergy_Loewe=0.576, Synergy_HSA=-5.72. (3) Drug 1: CC12CCC3C(C1CCC2=O)CC(=C)C4=CC(=O)C=CC34C. Drug 2: C1CN(P(=O)(OC1)NCCCl)CCCl. Cell line: HOP-62. Synergy scores: CSS=41.5, Synergy_ZIP=0.858, Synergy_Bliss=0.443, Synergy_Loewe=-15.5, Synergy_HSA=0.437.